Dataset: Full USPTO retrosynthesis dataset with 1.9M reactions from patents (1976-2016). Task: Predict the reactants needed to synthesize the given product. (1) Given the product [CH3:1][S:2][C:3]1[N:8]=[C:7]([C:9]([Cl:15])=[O:11])[CH:6]=[CH:5][N:4]=1, predict the reactants needed to synthesize it. The reactants are: [CH3:1][S:2][C:3]1[N:8]=[C:7]([C:9]([OH:11])=O)[CH:6]=[CH:5][N:4]=1.C(Cl)(=O)C([Cl:15])=O. (2) Given the product [F:1][C:2]1[CH:3]=[CH:4][C:5]([C:8]2[CH:9]=[C:10]3[C:15](=[CH:16][CH:17]=2)[NH:14][CH:13]([C:18]([F:20])([F:21])[F:19])[C:12]([C:22]([OH:24])=[O:23])=[CH:11]3)=[CH:6][CH:7]=1, predict the reactants needed to synthesize it. The reactants are: [F:1][C:2]1[CH:7]=[CH:6][C:5]([C:8]2[CH:9]=[C:10]3[C:15](=[CH:16][CH:17]=2)[NH:14][CH:13]([C:18]([F:21])([F:20])[F:19])[C:12]([C:22]([O:24]CC)=[O:23])=[CH:11]3)=[CH:4][CH:3]=1.[OH-].[Li+].Cl.C(OCC)C. (3) Given the product [Si:1]([O:18][CH2:19][C@@H:20]([N:23]1[C@H:28]([C:29]2[CH:30]=[CH:31][C:32]([Cl:35])=[CH:33][CH:34]=2)[C@@H:27]([C:36]2[CH:41]=[CH:40][CH:39]=[C:38]([Cl:42])[CH:37]=2)[CH2:26][C@:25]([CH3:43])([CH:44]=[O:45])[C:24]1=[O:46])[CH2:21][CH3:22])([C:14]([CH3:16])([CH3:17])[CH3:15])([C:8]1[CH:13]=[CH:12][CH:11]=[CH:10][CH:9]=1)[C:2]1[CH:7]=[CH:6][CH:5]=[CH:4][CH:3]=1, predict the reactants needed to synthesize it. The reactants are: [Si:1]([O:18][CH2:19][C@@H:20]([N:23]1[C@H:28]([C:29]2[CH:34]=[CH:33][C:32]([Cl:35])=[CH:31][CH:30]=2)[C@@H:27]([C:36]2[CH:41]=[CH:40][CH:39]=[C:38]([Cl:42])[CH:37]=2)[CH2:26][C@@:25]([CH2:44][OH:45])([CH3:43])[C:24]1=[O:46])[CH2:21][CH3:22])([C:14]([CH3:17])([CH3:16])[CH3:15])([C:8]1[CH:13]=[CH:12][CH:11]=[CH:10][CH:9]=1)[C:2]1[CH:7]=[CH:6][CH:5]=[CH:4][CH:3]=1.C([O-])(O)=O.[Na+].CC(OI1(OC(C)=O)(OC(C)=O)OC(=O)C2C=CC=CC1=2)=O.[O-]S([O-])(=S)=O.[Na+].[Na+]. (4) Given the product [C:1]1([CH:7]([C:9]2[CH:10]=[CH:11][C:12]3[O:16][C:15]([B:23]([OH:28])[OH:24])=[CH:14][C:13]=3[CH:17]=2)[CH3:8])[CH:6]=[CH:5][CH:4]=[CH:3][CH:2]=1, predict the reactants needed to synthesize it. The reactants are: [C:1]1([CH:7]([C:9]2[CH:10]=[CH:11][C:12]3[O:16][CH:15]=[CH:14][C:13]=3[CH:17]=2)[CH3:8])[CH:6]=[CH:5][CH:4]=[CH:3][CH:2]=1.C([Li])CCC.[B:23](OC(C)C)([O:28]C(C)C)[O:24]C(C)C. (5) Given the product [Cl:21][C:22]1[CH:23]=[C:24]([CH2:29][C@H:30]([C:34]2[CH:35]=[CH:36][CH:37]=[CH:38][CH:39]=2)[C:31]([NH:1][CH:2]2[C:8](=[O:9])[N:7]([CH3:10])[C:6]3[CH:11]=[CH:12][CH:13]=[CH:14][C:5]=3[C:4]([N:15]3[CH2:20][CH2:19][O:18][CH2:17][CH2:16]3)=[N:3]2)=[O:32])[CH:25]=[CH:26][C:27]=1[Cl:28], predict the reactants needed to synthesize it. The reactants are: [NH2:1][CH:2]1[C:8](=[O:9])[N:7]([CH3:10])[C:6]2[CH:11]=[CH:12][CH:13]=[CH:14][C:5]=2[C:4]([N:15]2[CH2:20][CH2:19][O:18][CH2:17][CH2:16]2)=[N:3]1.[Cl:21][C:22]1[CH:23]=[C:24]([CH2:29][C@H:30]([C:34]2[CH:39]=[CH:38][CH:37]=[CH:36][CH:35]=2)[C:31](O)=[O:32])[CH:25]=[CH:26][C:27]=1[Cl:28]. (6) Given the product [C:18]([O:17][C:15]([N:11]1[CH2:12][CH2:13][C:14]2[NH:6][N:7]=[C:8]([NH:22][C:23]([C:25]3[CH:30]=[CH:29][N:28]=[CH:27][C:26]=3[NH2:31])=[O:24])[C:9]=2[CH2:10]1)=[O:16])([CH3:21])([CH3:19])[CH3:20], predict the reactants needed to synthesize it. The reactants are: C(OC([N:6]1[C:14]2[CH2:13][CH2:12][N:11]([C:15]([O:17][C:18]([CH3:21])([CH3:20])[CH3:19])=[O:16])[CH2:10][C:9]=2[C:8]([NH:22][C:23]([C:25]2[CH:30]=[CH:29][N:28]=[CH:27][C:26]=2[N:31]2C(=O)C3C(=CC=CC=3)C2=O)=[O:24])=[N:7]1)=O)C.O.NN. (7) Given the product [CH3:10][O:11][C:12](=[O:21])[C:13]1[CH:18]=[C:17]([C:19]#[C:20][C:5]2[CH:4]=[N:3][C:2]([Cl:1])=[CH:7][C:6]=2[NH2:8])[CH:16]=[N:15][CH:14]=1, predict the reactants needed to synthesize it. The reactants are: [Cl:1][C:2]1[CH:7]=[C:6]([NH2:8])[C:5](I)=[CH:4][N:3]=1.[CH3:10][O:11][C:12](=[O:21])[C:13]1[CH:18]=[C:17]([C:19]#[CH:20])[CH:16]=[N:15][CH:14]=1. (8) Given the product [ClH:18].[Cl:18][C:13]1[CH:12]=[CH:11][C:10]2[CH2:9][NH:8][CH2:17][CH2:16][C:15]=2[N:14]=1, predict the reactants needed to synthesize it. The reactants are: C([N:8]1[CH2:17][CH2:16][C:15]2[N:14]=[C:13]([Cl:18])[CH:12]=[CH:11][C:10]=2[CH2:9]1)C1C=CC=CC=1.ClC(OC(Cl)C)=O.